From a dataset of Forward reaction prediction with 1.9M reactions from USPTO patents (1976-2016). Predict the product of the given reaction. (1) Given the reactants [NH2:1][C:2]1[CH:11]=[CH:10][CH:9]=[C:8]2[C:3]=1[CH:4]=[CH:5][N:6]([CH2:13][CH2:14][NH:15][C:16](=[O:18])[CH3:17])[C:7]2=[O:12].CN(C)C=O.[CH:24]1([CH2:31][C:32](O)=[O:33])[CH2:30][CH2:29][CH2:28][CH2:27][CH2:26][CH2:25]1.F[P-](F)(F)(F)(F)F.C[N+](C)=C(N(C)C)ON1C2N=CC=CC=2N=N1.C(N(CC)C(C)C)(C)C, predict the reaction product. The product is: [C:16]([NH:15][CH2:14][CH2:13][N:6]1[CH:5]=[CH:4][C:3]2[C:8](=[CH:9][CH:10]=[CH:11][C:2]=2[NH:1][C:32](=[O:33])[CH2:31][CH:24]2[CH2:30][CH2:29][CH2:28][CH2:27][CH2:26][CH2:25]2)[C:7]1=[O:12])(=[O:18])[CH3:17]. (2) Given the reactants O[CH2:2][C:3]1[N:8]=[C:7]([C:9]2[CH:22]=[CH:21][C:20]3[C:11](=[C:12]4[C:17](=[CH:18][CH:19]=3)[CH:16]=[CH:15][C:14]([C:23]3[CH:28]=[CH:27][CH:26]=[C:25](CO)[N:24]=3)=[N:13]4)[N:10]=2)[CH:6]=[CH:5][CH:4]=1.C(N(CC)CC)C.S(Cl)([Cl:40])=O.C(=O)([O-])[O-].[Na+].[Na+].[CH2:48]([Cl:50])Cl, predict the reaction product. The product is: [Cl:40][CH2:2][C:3]1[N:8]=[C:7]([C:9]2[CH:22]=[CH:21][C:20]3[C:11](=[C:12]4[C:17](=[CH:18][CH:19]=3)[CH:16]=[CH:15][C:14]([C:23]3[CH:28]=[CH:27][CH:26]=[C:25]([CH2:48][Cl:50])[N:24]=3)=[N:13]4)[N:10]=2)[CH:6]=[CH:5][CH:4]=1.